From a dataset of Catalyst prediction with 721,799 reactions and 888 catalyst types from USPTO. Predict which catalyst facilitates the given reaction. (1) Reactant: CC(C)([O-])C.[Na+].Cl[C:8]1[C:13]([CH2:14][NH:15][CH2:16][CH:17]([C:19]2[CH:20]=[N:21][CH:22]=[CH:23][CH:24]=2)[OH:18])=[CH:12][CH:11]=[C:10]([Cl:25])[N:9]=1. Product: [Cl:25][C:10]1[CH:11]=[CH:12][C:13]2[CH2:14][NH:15][CH2:16][CH:17]([C:19]3[CH:20]=[N:21][CH:22]=[CH:23][CH:24]=3)[O:18][C:8]=2[N:9]=1. The catalyst class is: 1. (2) Reactant: O[CH2:2][C:3]1[CH:4]=[C:5]2[C:9](=[CH:10][CH:11]=1)[CH2:8][C@H:7]([NH:12][S:13]([CH:16]([CH3:18])[CH3:17])(=[O:15])=[O:14])[CH2:6]2.S(Cl)([Cl:21])=O. Product: [Cl:21][CH2:2][C:3]1[CH:4]=[C:5]2[C:9](=[CH:10][CH:11]=1)[CH2:8][C@H:7]([NH:12][S:13]([CH:16]([CH3:18])[CH3:17])(=[O:15])=[O:14])[CH2:6]2. The catalyst class is: 2. (3) Reactant: [Cl:1][C:2]1[CH:7]=[C:6]([O:8][C:9]2[CH:14]=[CH:13][C:12]([Cl:15])=[CH:11][CH:10]=2)[CH:5]=[CH:4][C:3]=1[C:16]1([CH3:19])[CH2:18][O:17]1.[NH:20]1[CH:24]=[N:23][CH:22]=[N:21]1.[OH-].[Na+]. Product: [Cl:1][C:2]1[CH:7]=[C:6]([O:8][C:9]2[CH:14]=[CH:13][C:12]([Cl:15])=[CH:11][CH:10]=2)[CH:5]=[CH:4][C:3]=1[C:16]([OH:17])([CH3:19])[CH2:18][N:20]1[CH:24]=[N:23][CH:22]=[N:21]1. The catalyst class is: 37.